This data is from NCI-60 drug combinations with 297,098 pairs across 59 cell lines. The task is: Regression. Given two drug SMILES strings and cell line genomic features, predict the synergy score measuring deviation from expected non-interaction effect. Drug 1: C1CCN(CC1)CCOC2=CC=C(C=C2)C(=O)C3=C(SC4=C3C=CC(=C4)O)C5=CC=C(C=C5)O. Drug 2: CC1CCC2CC(C(=CC=CC=CC(CC(C(=O)C(C(C(=CC(C(=O)CC(OC(=O)C3CCCCN3C(=O)C(=O)C1(O2)O)C(C)CC4CCC(C(C4)OC)O)C)C)O)OC)C)C)C)OC. Cell line: MDA-MB-435. Synergy scores: CSS=14.1, Synergy_ZIP=5.46, Synergy_Bliss=6.11, Synergy_Loewe=-10.2, Synergy_HSA=-0.197.